This data is from Catalyst prediction with 721,799 reactions and 888 catalyst types from USPTO. The task is: Predict which catalyst facilitates the given reaction. (1) Reactant: [CH3:1][O:2][C:3]([C:5]1[C:13]2[C:8](=[N:9][CH:10]=[CH:11][C:12]=2[Cl:14])[NH:7][CH:6]=1)=[O:4].C(=O)([O-])[O-].[Cs+].[Cs+].Br[CH:22]1[CH2:25][O:24][CH2:23]1. The catalyst class is: 3. Product: [CH3:1][O:2][C:3]([C:5]1[C:13]2[C:8](=[N:9][CH:10]=[CH:11][C:12]=2[Cl:14])[N:7]([CH:22]2[CH2:25][O:24][CH2:23]2)[CH:6]=1)=[O:4]. (2) The catalyst class is: 5. Reactant: C[O:2][C:3](=O)[C:4]1[CH:9]=[C:8]([C:10]#[N:11])[CH:7]=[CH:6][C:5]=1CN1C(C2C(C)=CC=CN=2)CCCC1C1C(C)=CC=CN=1.[Li+].[BH4-]. Product: [OH:2][CH2:3][C:4]1[CH:9]=[C:8]([CH:7]=[CH:6][CH:5]=1)[C:10]#[N:11]. (3) Reactant: [Br:1][C:2]1[CH:7]=[CH:6][NH:5][C:4](=[O:8])[CH:3]=1.[CH:9]1(B(O)O)[CH2:11][CH2:10]1.N1C=CC=CC=1C1C=CC=CN=1.C([O-])([O-])=O.[Na+].[Na+].[NH4+].[Cl-]. Product: [Br:1][C:2]1[CH:7]=[CH:6][N:5]([CH:9]2[CH2:11][CH2:10]2)[C:4](=[O:8])[CH:3]=1. The catalyst class is: 26. (4) Reactant: [NH2:1][C:2]1[N:7]=[C:6](S(C)(=O)=O)[C:5]([C:12]#[N:13])=[C:4]([C:14]2[CH:19]=[CH:18][CH:17]=[CH:16][CH:15]=2)[N:3]=1.[C:20]1([CH2:26][CH2:27][CH2:28][NH2:29])[CH:25]=[CH:24][CH:23]=[CH:22][CH:21]=1. Product: [NH2:1][C:2]1[N:3]=[C:4]([C:14]2[CH:19]=[CH:18][CH:17]=[CH:16][CH:15]=2)[C:5]([C:12]#[N:13])=[C:6]([NH:29][CH2:28][CH2:27][CH2:26][C:20]2[CH:25]=[CH:24][CH:23]=[CH:22][CH:21]=2)[N:7]=1. The catalyst class is: 57.